From a dataset of Full USPTO retrosynthesis dataset with 1.9M reactions from patents (1976-2016). Predict the reactants needed to synthesize the given product. (1) The reactants are: [CH2:1]1[C:13]2[C:12]3[CH:11]=[C:10]([C:14]([NH:16][CH:17]4[CH2:22][CH2:21][N:20]([C:23]([O:25][C:26]([CH3:29])([CH3:28])[CH3:27])=[O:24])[CH2:19][CH2:18]4)=[O:15])[CH:9]=[CH:8][C:7]=3[NH:6][C:5]=2[CH2:4][CH2:3][NH:2]1.[F:30][C:31]([F:41])([F:40])[C:32]1[CH:39]=[CH:38][C:35]([CH:36]=O)=[CH:34][CH:33]=1.C(O[BH-](OC(=O)C)OC(=O)C)(=O)C.[Na+].C(=O)(O)[O-].[Na+]. Given the product [F:30][C:31]([F:40])([F:41])[C:32]1[CH:39]=[CH:38][C:35]([CH2:36][N:2]2[CH2:3][CH2:4][C:5]3[NH:6][C:7]4[CH:8]=[CH:9][C:10]([C:14]([NH:16][CH:17]5[CH2:18][CH2:19][N:20]([C:23]([O:25][C:26]([CH3:29])([CH3:28])[CH3:27])=[O:24])[CH2:21][CH2:22]5)=[O:15])=[CH:11][C:12]=4[C:13]=3[CH2:1]2)=[CH:34][CH:33]=1, predict the reactants needed to synthesize it. (2) Given the product [Cl:1][C:2]1[N:6]2[CH:7]=[C:8]([C:15]3[CH:19]=[N:18][NH:17][N:16]=3)[CH:9]=[C:10]([C:11]([F:14])([F:12])[F:13])[C:5]2=[N:4][C:3]=1[C:22]([OH:24])=[O:23], predict the reactants needed to synthesize it. The reactants are: [Cl:1][C:2]1[N:6]2[CH:7]=[C:8]([C:15]3[CH:19]=[N:18][N:17](CO)[N:16]=3)[CH:9]=[C:10]([C:11]([F:14])([F:13])[F:12])[C:5]2=[N:4][C:3]=1[C:22]([O:24]C)=[O:23].[OH-].[Na+].Cl.